This data is from Reaction yield outcomes from USPTO patents with 853,638 reactions. The task is: Predict the reaction yield, written as a fraction of the theoretical maximum amount of product (1.0 means a 100% yield; for example, 0.34 means a 34% yield). The reactants are [Cl:1][C:2]1[C:3]([C:8]2[CH:9]=[C:10]3[C:14](=[CH:15][CH:16]=2)[N:13](COCC[Si](C)(C)C)[N:12]=[C:11]3[NH:25][C:26]2[CH:31]=[N:30][CH:29]=[CH:28][N:27]=2)=[N:4][CH:5]=[CH:6][CH:7]=1.Cl.C(=O)([O-])O.[Na+]. The catalyst is C(O)C. The product is [Cl:1][C:2]1[C:3]([C:8]2[CH:9]=[C:10]3[C:14](=[CH:15][CH:16]=2)[NH:13][N:12]=[C:11]3[NH:25][C:26]2[CH:31]=[N:30][CH:29]=[CH:28][N:27]=2)=[N:4][CH:5]=[CH:6][CH:7]=1. The yield is 0.440.